This data is from Experimentally validated miRNA-target interactions with 360,000+ pairs, plus equal number of negative samples. The task is: Binary Classification. Given a miRNA mature sequence and a target amino acid sequence, predict their likelihood of interaction. (1) The miRNA is hsa-miR-4790-3p with sequence UGAAUGGUAAAGCGAUGUCACA. The protein sequence of the target gene is MMEGSRQTRVSRPYKISESSKVYRWADHSSTVLQRLNEQRLRGLFCDVVLVADEQRVPAHRNLLAVCSDYFNSMFTIGMREAFQKEVELIGASYIGLKAVVDFLYGGELVLDGGNIDYVLETAHLLQIWTVVDFCCEYLEQEVSEDNYLYLQELASIYSLKRLDAFIDGFILNHFGTLSFTPDFLQNVSMQKLCVYLSSSEVQRECEHDLLQAALQWLTQQPEREAHARQVLENIHFPLIPKNDLLHRVKPAVCSLLPKEANCEGFIEEAVRYHNNLAAQPVMQTKRTALRTNQERLLFV.... Result: 1 (interaction). (2) The miRNA is hsa-miR-548e-5p with sequence CAAAAGCAAUCGCGGUUUUUGC. The protein sequence of the target gene is MDSSIHLSGLLSRHDDDATRTSTSEGLEEGEVEGETLLIVESEDQASVDLSHDQSGDSLNSDEGDVSWMEEQLSYFCDKCQKWIPASQLREQLSYLKGDNFFRFTCCDCSADGKEQYERLKLTWQQVVMLAMYNLSLEGSGRQGYFRWKEDICAFIEKHWTFLLGNRKKTSTWWSTVAGCLSVGSPVYFRSGAQEFGEPGWWKLVHNRPPTMRPEGEKLAASTLKVKASKPTLDPIITVEGLRKRASRNPVESAMELKEKRSRTQEAKDIRRAQKEAAGLLDRSTSSTPVKFISRGRRPD.... Result: 0 (no interaction). (3) The miRNA is hsa-miR-509-5p with sequence UACUGCAGACAGUGGCAAUCA. The protein sequence of the target gene is MGSSHLLNKGLPLGVRPPIMNGPMHPRPLVALLDGRDCTVEMPILKDVATVAFCDAQSTQEIHEKVLNEAVGALMYHTITLTREDLEKFKALRIIVRIGSGFDNIDIKSAGDLGIAVCNVPAASVEETADSTLCHILNLYRRTTWLHQALREGTRVQSVEQIREVASGAARIRGETLGIIGLGRVGQAVALRAKAFGFNVLFYDPYLSDGIERALGLQRVSTLQDLLFHSDCVTLHCGLNEHNHHLINDFTVKQMRQGAFLVNTARGGLVDEKALAQALKEGRIRGAALDVHESEPFSFS.... Result: 0 (no interaction). (4) The miRNA is hsa-miR-6891-5p with sequence UAAGGAGGGGGAUGAGGGG. The protein sequence of the target gene is MMSSVSTESKLQQAVSLKGVDPETCMIVFKNHWAQVVKILEKHDPLKNTQAKYGSIPPDEASAVQNYVEHMLFLLIEEQAKDAAMGPILEFVVCENIMEKLFLWSLRREFTDETKLEQLKMYEMLVTQSYQPLLHHKPILKPLMMLLSSCSGTATPAVEGKLVVLLNQLCSILAKDPSILELFFHTSEDQGAANFLIFSLLIPFIHREGTVGQQARDALLFIMSLSAENSMVANHIVENTYFCPVLATGLSGLYSSLPTKLEEKGEDWHCILKDDWLLLPALVQFMNSLEFCNAVIQVAH.... Result: 0 (no interaction). (5) The protein sequence of the target gene is MFGIQENIPRGGTTMKEEPLGSGMNPVRSWMHTAGVVDANTAAQSGVGLARAHFEKQPPSNLRKSNFFHFVLALYDRQGQPVEIERTAFVDFVEKEKEPNNEKTNNGIHYKLQLLYSNGVRTEQDLYVRLIDSMTKQAIVYEGQDKNPEMCRVLLTHEIMCSRCCDKKSCGNRNETPSDPVIIDRFFLKFFLKCNQNCLKNAGNPRDMRRFQVVVSTTVNVDGHVLAVSDNMFVHNNSKHGRRARRLDPSEGTAPSYLENATPCIKAISPSEGWTTGGATVIIIGDNFFDGLQVVFGTML.... The miRNA is hsa-miR-548t-3p with sequence AAAAACCACAAUUACUUUUGCACCA. Result: 0 (no interaction).